Task: Predict the product of the given reaction.. Dataset: Forward reaction prediction with 1.9M reactions from USPTO patents (1976-2016) (1) Given the reactants [F:1][C:2]1[CH:8]=[C:7](I)[CH:6]=[CH:5][C:3]=1[NH2:4].[OH:10][C:11]1[CH:16]=[CH:15][CH:14]=[CH:13][N:12]=1, predict the reaction product. The product is: [NH2:4][C:3]1[CH:5]=[CH:6][C:7]([N:12]2[CH:13]=[CH:14][CH:15]=[CH:16][C:11]2=[O:10])=[CH:8][C:2]=1[F:1]. (2) Given the reactants [F:1][C:2]1[CH:7]=[C:6]([F:8])[CH:5]=[C:4]([F:9])[C:3]=1[CH2:10][C:11]([OH:13])=O.C(Cl)(=O)C(Cl)=O.[NH2:20][C:21](=[N:27]O)[C:22]([O:24][CH2:25][CH3:26])=[O:23].C(N(CC)C(C)C)(C)C, predict the reaction product. The product is: [F:9][C:4]1[CH:5]=[C:6]([F:8])[CH:7]=[C:2]([F:1])[C:3]=1[CH2:10][C:11]1[O:13][N:27]=[C:21]([C:22]([O:24][CH2:25][CH3:26])=[O:23])[N:20]=1.